From a dataset of Reaction yield outcomes from USPTO patents with 853,638 reactions. Predict the reaction yield, written as a fraction of the theoretical maximum amount of product (1.0 means a 100% yield; for example, 0.34 means a 34% yield). (1) The reactants are [CH2:1]([O:8][CH2:9][CH2:10][NH:11][C@@H:12]([C:17]([CH3:20])([CH3:19])[CH3:18])[C:13]([O:15][CH3:16])=[O:14])[C:2]1[CH:7]=[CH:6][CH:5]=[CH:4][CH:3]=1.[O:21](C(OC(C)(C)C)=O)[C:22]([O:24][C:25]([CH3:28])([CH3:27])[CH3:26])=O. The catalyst is O1CCOCC1. The product is [CH2:1]([O:8][CH2:9][CH2:10][N:11]([C:22]([O:24][C:25]([CH3:28])([CH3:27])[CH3:26])=[O:21])[C@@H:12]([C:17]([CH3:20])([CH3:19])[CH3:18])[C:13]([O:15][CH3:16])=[O:14])[C:2]1[CH:7]=[CH:6][CH:5]=[CH:4][CH:3]=1. The yield is 0.720. (2) The reactants are [NH2:1][CH:2]([C:6]1[N:15]([CH2:16][C:17]2[CH:22]=[CH:21][CH:20]=[CH:19][CH:18]=2)[C:14](=[O:23])[C:13]2[C:8](=[CH:9][C:10]([Cl:24])=[CH:11][CH:12]=2)[N:7]=1)[CH:3]([CH3:5])[CH3:4].[CH3:25][O:26][CH:27]([O:30][CH3:31])[CH2:28]Br.C(=O)([O-])[O-].[K+].[K+]. The catalyst is CN(C=O)C. The product is [CH2:16]([N:15]1[C:14](=[O:23])[C:13]2[C:8](=[CH:9][C:10]([Cl:24])=[CH:11][CH:12]=2)[N:7]=[C:6]1[CH:2]([NH:1][CH2:28][CH:27]([O:30][CH3:31])[O:26][CH3:25])[CH:3]([CH3:5])[CH3:4])[C:17]1[CH:18]=[CH:19][CH:20]=[CH:21][CH:22]=1. The yield is 0.590. (3) The reactants are [H-].[Na+].[F:3][C:4]([F:21])([F:20])[C@H:5]1[CH2:10][CH2:9][C@H:8]([C:11]([N:13]2[CH2:17][CH2:16][CH2:15][C@@H:14]2[CH2:18][OH:19])=[O:12])[CH2:7][CH2:6]1.Br[C:23]1[CH:24]=[N:25][CH:26]=[C:27]([C:29]([F:32])([F:31])[F:30])[CH:28]=1.O. The catalyst is CS(C)=O. The product is [F:30][C:29]([F:32])([F:31])[C:27]1[CH:26]=[N:25][CH:24]=[C:23]([O:19][CH2:18][C@H:14]2[CH2:15][CH2:16][CH2:17][N:13]2[C:11]([C@H:8]2[CH2:7][CH2:6][C@H:5]([C:4]([F:3])([F:20])[F:21])[CH2:10][CH2:9]2)=[O:12])[CH:28]=1. The yield is 0.430. (4) The reactants are [Cl:1][C:2]1[CH:3]=[C:4]2[C:8](=[CH:9][CH:10]=1)[N:7]([C:11]1[N:15]([CH3:16])[N:14]=[C:13]([CH3:17])[C:12]=1[CH2:18][O:19][CH2:20][CH:21](OCC)[O:22]CC)[CH:6]=[CH:5]2.Cl.O. The catalyst is O1CCCC1. The product is [Cl:1][C:2]1[CH:3]=[C:4]2[C:8](=[CH:9][CH:10]=1)[N:7]([C:11]1[N:15]([CH3:16])[N:14]=[C:13]([CH3:17])[C:12]=1[CH2:18][O:19][CH2:20][CH:21]=[O:22])[CH:6]=[CH:5]2. The yield is 0.770. (5) The reactants are [CH:1]1([C@H:4]([NH:8]C(=O)[O-])[CH2:5][O:6][CH3:7])[CH2:3][CH2:2]1.C(Cl)(Cl)[Cl:13].Cl. The catalyst is CCO.O1CCOCC1.[Pd]. The product is [ClH:13].[CH:1]1([C@H:4]([NH2:8])[CH2:5][O:6][CH3:7])[CH2:3][CH2:2]1. The yield is 1.00. (6) The reactants are [C:1]1([C:6]2[CH:7]=[N:8][N:9]([CH2:11][CH2:12][C@@:13]([CH3:23])([S:19]([CH3:22])(=[O:21])=[O:20])[C:14]([O:16][CH2:17][CH3:18])=[O:15])[CH:10]=2)[CH2:5][CH2:4][CH2:3][CH:2]=1. The catalyst is CO.[Pd]. The product is [CH:1]1([C:6]2[CH:7]=[N:8][N:9]([CH2:11][CH2:12][C@@:13]([CH3:23])([S:19]([CH3:22])(=[O:20])=[O:21])[C:14]([O:16][CH2:17][CH3:18])=[O:15])[CH:10]=2)[CH2:5][CH2:4][CH2:3][CH2:2]1. The yield is 0.400.